This data is from Buchwald-Hartwig C-N cross coupling reaction yields with 55,370 reactions. The task is: Predict the reaction yield, written as a fraction of the theoretical maximum amount of product (1.0 means a 100% yield; for example, 0.34 means a 34% yield). (1) The reactants are Clc1cccnc1.Cc1ccc(N)cc1.O=S(=O)(O[Pd]1c2ccccc2-c2ccccc2N~1)C(F)(F)F.COc1ccc(OC)c(P([C@]23C[C@H]4C[C@H](C[C@H](C4)C2)C3)[C@]23C[C@H]4C[C@H](C[C@H](C4)C2)C3)c1-c1c(C(C)C)cc(C(C)C)cc1C(C)C.CN(C)C(=NC(C)(C)C)N(C)C.Cc1ccno1. No catalyst specified. The product is Cc1ccc(Nc2cccnc2)cc1. The yield is 0.0306. (2) The reactants are CCc1ccc(Br)cc1.Cc1ccc(N)cc1.O=S(=O)(O[Pd]1c2ccccc2-c2ccccc2N~1)C(F)(F)F.CC(C)c1cc(C(C)C)c(-c2ccccc2P(C(C)(C)C)C(C)(C)C)c(C(C)C)c1.CCN=P(N=P(N(C)C)(N(C)C)N(C)C)(N(C)C)N(C)C.CCOC(=O)c1cc(C)no1. No catalyst specified. The product is CCc1ccc(Nc2ccc(C)cc2)cc1. The yield is 0.709. (3) The reactants are CCc1ccc(I)cc1.Cc1ccc(N)cc1.O=S(=O)(O[Pd]1c2ccccc2-c2ccccc2N~1)C(F)(F)F.CC(C)c1cc(C(C)C)c(-c2ccccc2P(C2CCCCC2)C2CCCCC2)c(C(C)C)c1.CCN=P(N=P(N(C)C)(N(C)C)N(C)C)(N(C)C)N(C)C.COC(=O)c1cc(-c2ccco2)on1. No catalyst specified. The product is CCc1ccc(Nc2ccc(C)cc2)cc1. The yield is 0.474.